This data is from Reaction yield outcomes from USPTO patents with 853,638 reactions. The task is: Predict the reaction yield, written as a fraction of the theoretical maximum amount of product (1.0 means a 100% yield; for example, 0.34 means a 34% yield). (1) The reactants are [OH:1][C:2]1[CH:15]=[CH:14][C:5]([C:6]([C:8]2[CH:13]=[CH:12][CH:11]=[CH:10][CH:9]=2)=[O:7])=[CH:4][CH:3]=1.C([O-])([O-])=O.[K+].[K+].Cl[CH2:23][CH2:24][O:25][CH2:26][CH2:27][OH:28].[Na+].[I-]. The catalyst is CC#N.CCOC(C)=O. The product is [OH:28][CH2:27][CH2:26][O:25][CH2:24][CH2:23][O:1][C:2]1[CH:3]=[CH:4][C:5]([C:6]([C:8]2[CH:13]=[CH:12][CH:11]=[CH:10][CH:9]=2)=[O:7])=[CH:14][CH:15]=1. The yield is 0.880. (2) The catalyst is CC#N. The product is [Cl:1][C:2]1[CH:7]=[CH:6][C:5]([C:8]2([CH2:18][C:22]#[N:23])[CH2:9][CH2:10][C:11]3([O:12][CH2:13][CH2:14][O:15]3)[CH2:16][CH2:17]2)=[CH:4][CH:3]=1. The reactants are [Cl:1][C:2]1[CH:7]=[CH:6][C:5]([C:8]2([CH:18]([C:22]#[N:23])C(O)=O)[CH2:17][CH2:16][C:11]3([O:15][CH2:14][CH2:13][O:12]3)[CH2:10][CH2:9]2)=[CH:4][CH:3]=1. The yield is 0.620. (3) The reactants are [F:1][CH:2]([F:13])[O:3][CH2:4][C@@H:5]1[CH2:8][CH2:7][C@H:6]1[C:9]([O:11]C)=[O:10].CO.[OH-].[Na+]. The catalyst is O. The product is [F:1][CH:2]([F:13])[O:3][CH2:4][C@@H:5]1[CH2:8][CH2:7][C@H:6]1[C:9]([OH:11])=[O:10]. The yield is 0.860. (4) The reactants are [Br:1]P(Br)Br.O[CH:6]([C:8]1[CH:9]=[C:10]([C:26]([N:28]([CH3:30])[CH3:29])=[O:27])[CH:11]=[C:12]2[C:17]=1[O:16][C:15]([N:18]1[CH2:23][CH2:22][O:21][C@H:20]([CH3:24])[CH2:19]1)=[CH:14][C:13]2=[O:25])[CH3:7]. The catalyst is ClCCCl.C(OCC)C. The product is [BrH:1].[Br:1][CH:6]([C:8]1[CH:9]=[C:10]([C:26]([N:28]([CH3:30])[CH3:29])=[O:27])[CH:11]=[C:12]2[C:17]=1[O:16][C:15]([N:18]1[CH2:23][CH2:22][O:21][C@H:20]([CH3:24])[CH2:19]1)=[CH:14][C:13]2=[O:25])[CH3:7]. The yield is 1.24. (5) The reactants are Cl.[NH2:2][CH2:3][C:4]1[CH:13]=[CH:12][CH:11]=[C:10]2[C:5]=1[C:6](=[O:23])[N:7]([CH:15]1[CH2:20][CH2:19][C:18](=[O:21])[NH:17][C:16]1=[O:22])[C:8]([CH3:14])=[N:9]2.C(N(CC)CC)C.[Cl:31][C:32]1[CH:33]=[C:34]([N:39]=[C:40]=[O:41])[CH:35]=[CH:36][C:37]=1[CH3:38]. The catalyst is C1COCC1. The product is [Cl:31][C:32]1[CH:33]=[C:34]([NH:39][C:40]([NH:2][CH2:3][C:4]2[CH:13]=[CH:12][CH:11]=[C:10]3[C:5]=2[C:6](=[O:23])[N:7]([CH:15]2[CH2:20][CH2:19][C:18](=[O:21])[NH:17][C:16]2=[O:22])[C:8]([CH3:14])=[N:9]3)=[O:41])[CH:35]=[CH:36][C:37]=1[CH3:38]. The yield is 0.730.